Dataset: Full USPTO retrosynthesis dataset with 1.9M reactions from patents (1976-2016). Task: Predict the reactants needed to synthesize the given product. (1) Given the product [NH2:21][CH2:19][CH2:18][O:17][CH:14]1[CH2:15][CH2:16][CH:11]([NH:10][C:7]2[CH:8]=[CH:9][C:4]([N+:1]([O-:3])=[O:2])=[C:5]([C:22]([F:23])([F:24])[F:25])[CH:6]=2)[CH2:12][CH2:13]1, predict the reactants needed to synthesize it. The reactants are: [N+:1]([C:4]1[CH:9]=[CH:8][C:7]([NH:10][CH:11]2[CH2:16][CH2:15][CH:14]([O:17][CH2:18][C:19]([NH2:21])=O)[CH2:13][CH2:12]2)=[CH:6][C:5]=1[C:22]([F:25])([F:24])[F:23])([O-:3])=[O:2]. (2) Given the product [Cl:22][C:5]1[C:6]([NH:8][C:9]2[CH:14]=[CH:13][C:12]([O:15][CH3:16])=[CH:11][C:10]=2[NH:17][S:18]([CH3:21])(=[O:20])=[O:19])=[N:7][C:2]([NH:27][C:26]2[CH:28]=[C:29]([O:34][CH3:35])[C:30]([O:32][CH3:33])=[CH:31][C:25]=2[O:24][CH3:23])=[N:3][CH:4]=1, predict the reactants needed to synthesize it. The reactants are: Cl[C:2]1[N:7]=[C:6]([NH:8][C:9]2[CH:14]=[CH:13][C:12]([O:15][CH3:16])=[CH:11][C:10]=2[NH:17][S:18]([CH3:21])(=[O:20])=[O:19])[C:5]([Cl:22])=[CH:4][N:3]=1.[CH3:23][O:24][C:25]1[CH:31]=[C:30]([O:32][CH3:33])[C:29]([O:34][CH3:35])=[CH:28][C:26]=1[NH2:27]. (3) Given the product [Cl:1][C:2]1[CH:3]=[CH:4][C:5]([F:19])=[C:6]([CH:18]=1)[C:7]([NH:9][C:10]1[CH:15]=[CH:14][NH:13][C:12](=[O:16])[CH:11]=1)=[O:8], predict the reactants needed to synthesize it. The reactants are: [Cl:1][C:2]1[CH:3]=[CH:4][C:5]([F:19])=[C:6]([CH:18]=1)[C:7]([NH:9][C:10]1[CH:15]=[CH:14][N:13]=[C:12]([O:16]C)[CH:11]=1)=[O:8].[Si](I)(C)(C)C. (4) Given the product [CH3:1][O:2][C:3](=[O:32])[CH2:4][N:5]([S:21](=[O:30])(=[O:31])[NH2:22])[C:6]1[C:11]([F:12])=[CH:10][CH:9]=[CH:8][C:7]=1[O:13][CH2:14][C:15]1[CH:20]=[CH:19][CH:18]=[CH:17][CH:16]=1, predict the reactants needed to synthesize it. The reactants are: [CH3:1][O:2][C:3](=[O:32])[CH2:4][N:5]([S:21](=[O:31])(=[O:30])[NH:22]C(OC(C)(C)C)=O)[C:6]1[C:11]([F:12])=[CH:10][CH:9]=[CH:8][C:7]=1[O:13][CH2:14][C:15]1[CH:20]=[CH:19][CH:18]=[CH:17][CH:16]=1.FC(F)(F)C(O)=O.ClCCl.